From a dataset of Experimentally validated miRNA-target interactions with 360,000+ pairs, plus equal number of negative samples. Binary Classification. Given a miRNA mature sequence and a target amino acid sequence, predict their likelihood of interaction. (1) The protein sequence of the target gene is MMANHLVKPDSRNCKRARELEPQVSDSPQVSSLGKSESSLSEASGLFYKEEALEKDLSDMSKEINLMLSTYAKILSERAAVDASYIDEIDGLFKEANIIENFLVQKREFLKQRFTVITNTLHK. The miRNA is mmu-miR-432 with sequence UCUUGGAGUAGAUCAGUGGGCAG. Result: 0 (no interaction). (2) The miRNA is hsa-miR-185-5p with sequence UGGAGAGAAAGGCAGUUCCUGA. The protein sequence of the target gene is MATSAVPSDNLPTYKLVVVGDGGVGKSALTIQFFQKIFVPDYDPTIEDSYLKHTEIDNQWAILDVLDTAGQEEFSAMREQYMRTGDGFLIVYSVTDKASFEHVDRFHQLILRVKDRESFPMILVANKVDLMHLRKITREQGKEMATKHNIPYIETSAKDPPLNVDKAFHDLVRVIRQQIPEKSQKKKKKTKWRGDRATGTHKLQCVIL. Result: 1 (interaction).